Task: Regression/Classification. Given a drug SMILES string, predict its absorption, distribution, metabolism, or excretion properties. Task type varies by dataset: regression for continuous measurements (e.g., permeability, clearance, half-life) or binary classification for categorical outcomes (e.g., BBB penetration, CYP inhibition). Dataset: bbb_martins.. Dataset: Blood-brain barrier penetration binary classification data from Martins et al. (1) The molecule is CC1=CCC2C3Cc4ccc(O)c5c4C2(CCN3C)C1O5. The result is 1 (penetrates BBB). (2) The compound is CN[C@@H](C)Cc1ccccc1. The result is 1 (penetrates BBB). (3) The molecule is FC(F)(F)CCl. The result is 1 (penetrates BBB). (4) The compound is CN1C(=O)CN=C(C2=CCCCC2)c2cc(Cl)ccc21. The result is 1 (penetrates BBB). (5) The compound is CCC(=O)N(c1ccccc1)C1(C(=O)OC)CCN(CCc2ccccc2)CC1. The result is 1 (penetrates BBB).